Dataset: Peptide-MHC class I binding affinity with 185,985 pairs from IEDB/IMGT. Task: Regression. Given a peptide amino acid sequence and an MHC pseudo amino acid sequence, predict their binding affinity value. This is MHC class I binding data. (1) The peptide sequence is GRGQILLGK. The MHC is HLA-B07:02 with pseudo-sequence HLA-B07:02. The binding affinity (normalized) is 0.0847. (2) The peptide sequence is SLAALIVGLVFAL. The MHC is HLA-A02:03 with pseudo-sequence HLA-A02:03. The binding affinity (normalized) is 0.559. (3) The peptide sequence is KIGVICSSY. The MHC is HLA-B15:09 with pseudo-sequence HLA-B15:09. The binding affinity (normalized) is 0.0847. (4) The peptide sequence is VPLSEDQLL. The MHC is HLA-B35:01 with pseudo-sequence HLA-B35:01. The binding affinity (normalized) is 0.158. (5) The peptide sequence is RHVKPTGSAVVGLSM. The MHC is HLA-A29:02 with pseudo-sequence HLA-A29:02. The binding affinity (normalized) is 0. (6) The peptide sequence is RARLVALAV. The MHC is HLA-C03:03 with pseudo-sequence YYAGYREKYRQTDVSNLYIRYDYYTWAELAYLWY. The binding affinity (normalized) is 0.0847. (7) The peptide sequence is VTIKIGGQLK. The MHC is HLA-A11:01 with pseudo-sequence HLA-A11:01. The binding affinity (normalized) is 0.690. (8) The peptide sequence is QLVESGGGL. The MHC is HLA-A30:02 with pseudo-sequence HLA-A30:02. The binding affinity (normalized) is 0.0557.